This data is from Forward reaction prediction with 1.9M reactions from USPTO patents (1976-2016). The task is: Predict the product of the given reaction. Given the reactants CON(C)[C:4]([C:6]1[CH:20]=[CH:19][C:9]2[N:10]([CH:13]3[CH2:18][CH2:17][CH2:16][CH2:15][O:14]3)[CH:11]=[N:12][C:8]=2[CH:7]=1)=[O:5].[CH3:22][CH2:23][Mg+].[Br-].[NH4+].[Cl-], predict the reaction product. The product is: [O:14]1[CH2:15][CH2:16][CH2:17][CH2:18][CH:13]1[N:10]1[C:9]2[CH:19]=[CH:20][C:6]([C:4](=[O:5])[CH2:22][CH3:23])=[CH:7][C:8]=2[N:12]=[CH:11]1.